From a dataset of Peptide-MHC class I binding affinity with 185,985 pairs from IEDB/IMGT. Regression. Given a peptide amino acid sequence and an MHC pseudo amino acid sequence, predict their binding affinity value. This is MHC class I binding data. (1) The peptide sequence is SEEVVENPTI. The MHC is HLA-B40:02 with pseudo-sequence HLA-B40:02. The binding affinity (normalized) is 0.446. (2) The peptide sequence is ISYIMLIFF. The MHC is HLA-B58:01 with pseudo-sequence HLA-B58:01. The binding affinity (normalized) is 0.357. (3) The peptide sequence is MDDILIASDRT. The MHC is Mamu-A11 with pseudo-sequence Mamu-A11. The binding affinity (normalized) is 0.361.